This data is from Reaction yield outcomes from USPTO patents with 853,638 reactions. The task is: Predict the reaction yield, written as a fraction of the theoretical maximum amount of product (1.0 means a 100% yield; for example, 0.34 means a 34% yield). (1) The reactants are [CH3:1][C:2]1[CH:3]=[CH:4][CH:5]=[C:6]2[C:11]=1[C:10](=[O:12])[N:9]([C:13]1[CH:18]=[CH:17][CH:16]=[CH:15][C:14]=1[CH3:19])[C:8]([CH:20]([NH:22][C:23]1[N:31]=[CH:30][N:29]=[C:28]3[C:24]=1[N:25]=[CH:26][N:27]3C1CCCCO1)[CH3:21])=[CH:7]2.C([O-])(O)=O.[Na+]. The catalyst is CO. The product is [N:31]1[C:23]([NH:22][CH:20]([C:8]2[N:9]([C:13]3[CH:18]=[CH:17][CH:16]=[CH:15][C:14]=3[CH3:19])[C:10](=[O:12])[C:11]3[C:6]([CH:7]=2)=[CH:5][CH:4]=[CH:3][C:2]=3[CH3:1])[CH3:21])=[C:24]2[C:28]([NH:27][CH:26]=[N:25]2)=[N:29][CH:30]=1. The yield is 0.540. (2) The reactants are [CH3:1][C:2]1[C:3]([C:11]2[S:15][C:14]([C:16]([OH:18])=O)=[CH:13][CH:12]=2)=[N:4][O:5][C:6]=1[C:7]([F:10])([F:9])[F:8].C([N:26]1[CH2:31][CH2:30][NH:29][C@@H:28]([CH2:32][OH:33])[CH2:27]1)(OC(C)(C)C)=O.[ClH:34]. The catalyst is O1CCOCC1. The product is [ClH:34].[OH:33][CH2:32][C@H:28]1[CH2:27][NH:26][CH2:31][CH2:30][N:29]1[C:16]([C:14]1[S:15][C:11]([C:3]2[C:2]([CH3:1])=[C:6]([C:7]([F:8])([F:9])[F:10])[O:5][N:4]=2)=[CH:12][CH:13]=1)=[O:18]. The yield is 0.830. (3) The reactants are [NH2:1][C:2]1[N:7]=[CH:6][C:5]([C:8]2[N:9]=[C:10]3[CH:18]=[CH:17][C:16]([F:19])=[CH:15][N:11]3[C:12](=[O:14])[CH:13]=2)=[CH:4][CH:3]=1.Cl[CH2:21][C:22](=O)[CH3:23].CS(C)=O. No catalyst specified. The product is [F:19][C:16]1[CH:17]=[CH:18][C:10]2[N:11]([CH:15]=1)[C:12](=[O:14])[CH:13]=[C:8]([C:5]1[CH:4]=[CH:3][C:2]3[N:7]([CH:21]=[C:22]([CH3:23])[N:1]=3)[CH:6]=1)[N:9]=2. The yield is 0.460. (4) The product is [C:16]1([C:22]#[C:23][C:3]2[CH:8]=[CH:7][N:6]=[CH:5][CH:4]=2)[CH:21]=[CH:20][CH:19]=[CH:18][CH:17]=1. The yield is 0.910. The catalyst is CN(C=O)C.C1C=CC([P]([Pd]([P](C2C=CC=CC=2)(C2C=CC=CC=2)C2C=CC=CC=2)([P](C2C=CC=CC=2)(C2C=CC=CC=2)C2C=CC=CC=2)[P](C2C=CC=CC=2)(C2C=CC=CC=2)C2C=CC=CC=2)(C2C=CC=CC=2)C2C=CC=CC=2)=CC=1. The reactants are Cl.Br[C:3]1[CH:8]=[CH:7][N:6]=[CH:5][CH:4]=1.C(N(CC)CC)C.[C:16]1([C:22]#[CH:23])[CH:21]=[CH:20][CH:19]=[CH:18][CH:17]=1.